From a dataset of Peptide-MHC class II binding affinity with 134,281 pairs from IEDB. Regression. Given a peptide amino acid sequence and an MHC pseudo amino acid sequence, predict their binding affinity value. This is MHC class II binding data. The peptide sequence is RLEDEMKEGRYEVRA. The MHC is HLA-DPA10201-DPB10501 with pseudo-sequence HLA-DPA10201-DPB10501. The binding affinity (normalized) is 0.282.